From a dataset of Reaction yield outcomes from USPTO patents with 853,638 reactions. Predict the reaction yield, written as a fraction of the theoretical maximum amount of product (1.0 means a 100% yield; for example, 0.34 means a 34% yield). The reactants are [F:1][C:2]1[CH:10]=[CH:9][C:5]([C:6](Cl)=[O:7])=[CH:4][CH:3]=1.[NH2:11][C:12]1[N:16]([C@@H:17]2[CH2:22][CH2:21][C@H:20]([C:23]([O:25][CH3:26])=[O:24])[CH2:19][CH2:18]2)[C:15]2[CH:27]=[C:28]([CH2:31][O:32][Si:33]([CH:40]([CH3:42])[CH3:41])([CH:37]([CH3:39])[CH3:38])[CH:34]([CH3:36])[CH3:35])[CH:29]=[CH:30][C:14]=2[N:13]=1. The catalyst is C(Cl)Cl. The product is [F:1][C:2]1[CH:10]=[CH:9][C:5]([C:6]([NH:11][C:12]2[N:16]([C@@H:17]3[CH2:22][CH2:21][C@H:20]([C:23]([O:25][CH3:26])=[O:24])[CH2:19][CH2:18]3)[C:15]3[CH:27]=[C:28]([CH2:31][O:32][Si:33]([CH:34]([CH3:36])[CH3:35])([CH:40]([CH3:42])[CH3:41])[CH:37]([CH3:39])[CH3:38])[CH:29]=[CH:30][C:14]=3[N:13]=2)=[O:7])=[CH:4][CH:3]=1. The yield is 1.00.